Dataset: Forward reaction prediction with 1.9M reactions from USPTO patents (1976-2016). Task: Predict the product of the given reaction. (1) Given the reactants Cl.[NH2:2][CH2:3][CH2:4][CH2:5][CH2:6][C:7]1[CH:12]=[CH:11][C:10]([O:13][CH3:14])=[CH:9][CH:8]=1.[OH-].[Na+].S([NH:27][N:28]=[CH:29][CH:30](Cl)[Cl:31])(C1C=CC(C)=CC=1)(=O)=O.C(=O)([O-])O.[Na+], predict the reaction product. The product is: [ClH:31].[CH3:14][O:13][C:10]1[CH:9]=[CH:8][C:7]([CH2:6][CH2:5][CH2:4][CH2:3][N:2]2[CH:30]=[CH:29][N:28]=[N:27]2)=[CH:12][CH:11]=1. (2) Given the reactants [F:1][C:2]1[C:3]([NH:16][C:17]2[CH:22]=[CH:21][C:20]([C:23]#[C:24][CH2:25][CH2:26][OH:27])=[CH:19][C:18]=2[F:28])=[C:4]([CH:12]=[CH:13][C:14]=1[F:15])[C:5]([NH:7][O:8][CH2:9][CH2:10][OH:11])=[O:6], predict the reaction product. The product is: [F:1][C:2]1[C:3]([NH:16][C:17]2[CH:22]=[CH:21][C:20]([CH2:23][CH2:24][CH2:25][CH2:26][OH:27])=[CH:19][C:18]=2[F:28])=[C:4]([CH:12]=[CH:13][C:14]=1[F:15])[C:5]([NH:7][O:8][CH2:9][CH2:10][OH:11])=[O:6]. (3) Given the reactants [CH3:1][C@H:2]1[CH2:6][CH2:5][CH2:4][N:3]1[CH:7]1[CH2:11][CH2:10][C@H:9]([C:12]2[CH:17]=[CH:16][C:15]([NH2:18])=[CH:14][CH:13]=2)[CH2:8]1.[F:19][C:20]1[CH:28]=[CH:27][C:23]([C:24](Cl)=[O:25])=[CH:22][CH:21]=1, predict the reaction product. The product is: [F:19][C:20]1[CH:28]=[CH:27][C:23]([C:24]([NH:18][C:15]2[CH:16]=[CH:17][C:12]([C@H:9]3[CH2:10][CH2:11][CH:7]([N:3]4[CH2:4][CH2:5][CH2:6][C@@H:2]4[CH3:1])[CH2:8]3)=[CH:13][CH:14]=2)=[O:25])=[CH:22][CH:21]=1. (4) Given the reactants [F:1][C:2]1[CH:3]=[C:4]([S:9]([NH:12][C:13]2[S:14][C:15]([F:18])=[CH:16][N:17]=2)(=[O:11])=[O:10])[CH:5]=[CH:6][C:7]=1[F:8].[CH3:19][O:20][C:21]1[CH:28]=[C:27]([O:29][CH3:30])[CH:26]=[CH:25][C:22]=1[CH2:23]O.C1(P(C2C=CC=CC=2)C2C=CC=CC=2)C=CC=CC=1.CC(OC(/N=N/C(OC(C)C)=O)=O)C, predict the reaction product. The product is: [CH3:19][O:20][C:21]1[CH:28]=[C:27]([O:29][CH3:30])[CH:26]=[CH:25][C:22]=1[CH2:23][N:12]([C:13]1[S:14][C:15]([F:18])=[CH:16][N:17]=1)[S:9]([C:4]1[CH:5]=[CH:6][C:7]([F:8])=[C:2]([F:1])[CH:3]=1)(=[O:11])=[O:10]. (5) Given the reactants C([O:8][C:9]([C@@H:11]([NH:37][C:38](=[O:62])[CH2:39][CH2:40][CH2:41][CH2:42][CH2:43][CH2:44][CH2:45][CH2:46][CH2:47][CH2:48][CH2:49][CH2:50][CH2:51][CH2:52][CH2:53][CH2:54][C:55]([O:57][C:58]([CH3:61])([CH3:60])[CH3:59])=[O:56])[CH2:12][CH2:13][C:14](=[O:36])[NH:15][CH2:16][CH2:17][NH:18]C(=O)OCC1C2C=CC=CC=2C2C1=CC=CC=2)=[O:10])C1C=CC=CC=1.[H][H], predict the reaction product. The product is: [NH2:18][CH2:17][CH2:16][NH:15][C:14](=[O:36])[CH2:13][CH2:12][C@H:11]([NH:37][C:38](=[O:62])[CH2:39][CH2:40][CH2:41][CH2:42][CH2:43][CH2:44][CH2:45][CH2:46][CH2:47][CH2:48][CH2:49][CH2:50][CH2:51][CH2:52][CH2:53][CH2:54][C:55]([O:57][C:58]([CH3:59])([CH3:60])[CH3:61])=[O:56])[C:9]([OH:10])=[O:8]. (6) Given the reactants [CH3:1][O:2][C:3](=[O:37])[C@H:4]([CH2:16][C:17]1[CH:22]=[CH:21][C:20]([C:23]2[C:28]([O:29][CH3:30])=[CH:27][C:26]([NH:31]CC=C)=[CH:25][C:24]=2[O:35][CH3:36])=[CH:19][CH:18]=1)[NH:5][C:6](=[O:15])[C:7]1[C:12]([Cl:13])=[CH:11][CH:10]=[CH:9][C:8]=1[Cl:14], predict the reaction product. The product is: [CH3:1][O:2][C:3](=[O:37])[C@H:4]([CH2:16][C:17]1[CH:18]=[CH:19][C:20]([C:23]2[C:28]([O:29][CH3:30])=[CH:27][C:26]([NH2:31])=[CH:25][C:24]=2[O:35][CH3:36])=[CH:21][CH:22]=1)[NH:5][C:6](=[O:15])[C:7]1[C:12]([Cl:13])=[CH:11][CH:10]=[CH:9][C:8]=1[Cl:14].